Dataset: Full USPTO retrosynthesis dataset with 1.9M reactions from patents (1976-2016). Task: Predict the reactants needed to synthesize the given product. (1) Given the product [ClH:38].[ClH:38].[CH:1]1([NH:4][C:5]([NH:6][C:7]2[CH:35]=[CH:34][C:10]([O:11][C:12]3[CH:17]=[CH:16][N:15]=[C:14]4[CH:18]=[C:19]([C:21]5[CH2:26][CH2:25][NH:24][CH2:23][CH:22]=5)[S:20][C:13]=34)=[C:9]([F:36])[CH:8]=2)=[O:37])[CH2:3][CH2:2]1, predict the reactants needed to synthesize it. The reactants are: [CH:1]1([NH:4][C:5](=[O:37])[NH:6][C:7]2[CH:35]=[CH:34][C:10]([O:11][C:12]3[CH:17]=[CH:16][N:15]=[C:14]4[CH:18]=[C:19]([C:21]5[CH2:26][CH2:25][N:24](C(OC(C)(C)C)=O)[CH2:23][CH:22]=5)[S:20][C:13]=34)=[C:9]([F:36])[CH:8]=2)[CH2:3][CH2:2]1.[ClH:38].CCOC(C)=O. (2) The reactants are: [CH3:1][C:2]1[C:3]([CH3:12])=[CH:4][C:5]2[S:9][C:8]([NH2:10])=[N:7][C:6]=2[CH:11]=1.[C:13]1([CH3:22])[CH:18]=[CH:17][C:16]([C:19](Cl)=[O:20])=[CH:15][CH:14]=1.Br[CH:24]([CH3:30])[C:25]([O:27]CC)=[O:26].COC1C=CC2N=C(N)SC=2C=1.ClC1C=C(C=CC=1)C(Cl)=O.BrCC(OCC)=O. Given the product [CH3:1][C:2]1[C:3]([CH3:12])=[CH:4][C:5]2[S:9][C:8](=[N:10][C:19](=[O:20])[C:16]3[CH:17]=[CH:18][C:13]([CH3:22])=[CH:14][CH:15]=3)[N:7]([CH:24]([CH3:30])[C:25]([OH:27])=[O:26])[C:6]=2[CH:11]=1, predict the reactants needed to synthesize it. (3) Given the product [Br:4][C:5]1[CH:6]=[N:7][CH:8]=[C:9]([Br:13])[C:10]=1[CH:11]=[N:3][NH:2][CH3:1], predict the reactants needed to synthesize it. The reactants are: [CH3:1][NH:2][NH2:3].[Br:4][C:5]1[CH:6]=[N:7][CH:8]=[C:9]([Br:13])[C:10]=1[CH:11]=O. (4) The reactants are: [CH3:1][N:2]1[CH2:7][CH2:6][N:5]([CH2:8][C:9]2[CH:10]=C([CH:14]=[C:15]([C:17]([F:20])([F:19])[F:18])[CH:16]=2)C#N)[CH2:4][CH2:3]1.[OH-:21].[Na+].[O:23]1[CH2:28][CH2:27]OCC1. Given the product [CH3:1][N:2]1[CH2:7][CH2:6][N:5]([CH2:8][C:9]2[CH:10]=[C:27]([CH:14]=[C:15]([C:17]([F:20])([F:19])[F:18])[CH:16]=2)[C:28]([OH:23])=[O:21])[CH2:4][CH2:3]1, predict the reactants needed to synthesize it.